Dataset: Catalyst prediction with 721,799 reactions and 888 catalyst types from USPTO. Task: Predict which catalyst facilitates the given reaction. Reactant: Cl[C:2]1[CH:11]=[C:10]([C:12]([NH:14][CH2:15][C@H:16]2[CH2:21][CH2:20][C@H:19]([CH2:22][NH:23][C:24](=[O:30])[O:25][C:26]([CH3:29])([CH3:28])[CH3:27])[CH2:18][CH2:17]2)=[O:13])[C:9]2[C:4](=[CH:5][CH:6]=[CH:7][CH:8]=2)[N:3]=1.CC1(C)C(C)(C)OB([C:39]2[CH:40]=[C:41]([CH2:45][C:46]([OH:48])=[O:47])[CH:42]=[CH:43][CH:44]=2)O1.C([O-])([O-])=O.[K+].[K+].O. Product: [C:26]([O:25][C:24]([NH:23][CH2:22][C@H:19]1[CH2:20][CH2:21][C@H:16]([CH2:15][NH:14][C:12]([C:10]2[C:9]3[C:4](=[CH:5][CH:6]=[CH:7][CH:8]=3)[N:3]=[C:2]([C:39]3[CH:40]=[C:41]([CH2:45][C:46]([OH:48])=[O:47])[CH:42]=[CH:43][CH:44]=3)[CH:11]=2)=[O:13])[CH2:17][CH2:18]1)=[O:30])([CH3:29])([CH3:28])[CH3:27]. The catalyst class is: 203.